The task is: Predict the reactants needed to synthesize the given product.. This data is from Full USPTO retrosynthesis dataset with 1.9M reactions from patents (1976-2016). (1) Given the product [P:33]([O:21][C:19]1[C:18]2[C:13](=[CH:14][C:15]3[O:24][CH2:23][O:22][C:16]=3[CH:17]=2)[N:12]=[C:11]([C:1]2[C:10]3[C:5](=[CH:6][CH:7]=[CH:8][CH:9]=3)[CH:4]=[CH:3][CH:2]=2)[CH:20]=1)([O:32][CH2:25][C:26]1[CH:31]=[CH:30][CH:29]=[CH:28][CH:27]=1)([O:34][CH2:35][C:36]1[CH:41]=[CH:40][CH:39]=[CH:38][CH:37]=1)=[O:42], predict the reactants needed to synthesize it. The reactants are: [C:1]1([C:11]2[CH2:20][C:19](=[O:21])[C:18]3[C:13](=[CH:14][C:15]4[O:24][CH2:23][O:22][C:16]=4[CH:17]=3)[N:12]=2)[C:10]2[C:5](=[CH:6][CH:7]=[CH:8][CH:9]=2)[CH:4]=[CH:3][CH:2]=1.[CH2:25]([O:32][P:33](O[P:33]([O:32][CH2:25][C:26]1[CH:27]=[CH:28][CH:29]=[CH:30][CH:31]=1)([O:34][CH2:35][C:36]1[CH:37]=[CH:38][CH:39]=[CH:40][CH:41]=1)=[O:42])(=[O:42])[O:34][CH2:35][C:36]1[CH:41]=[CH:40][CH:39]=[CH:38][CH:37]=1)[C:26]1[CH:31]=[CH:30][CH:29]=[CH:28][CH:27]=1.[H-].[Na+]. (2) Given the product [CH:30]([N:11]1[CH:12]=[C:7]([C:6]#[C:5][Si:2]([CH3:3])([CH3:4])[CH3:1])[C:8](=[O:14])[NH:9][C:10]1=[O:13])([C:31]1[CH:36]=[CH:35][CH:34]=[CH:33][CH:32]=1)[C:37]1[CH:42]=[CH:41][CH:40]=[CH:39][CH:38]=1, predict the reactants needed to synthesize it. The reactants are: [CH3:1][Si:2]([C:5]#[C:6][C:7]1[C:8](=[O:14])[NH:9][C:10](=[O:13])[NH:11][CH:12]=1)([CH3:4])[CH3:3].O=P12OP3(OP(OP(O3)(O1)=O)(=O)O2)=O.Br[CH:30]([C:37]1[CH:42]=[CH:41][CH:40]=[CH:39][CH:38]=1)[C:31]1[CH:36]=[CH:35][CH:34]=[CH:33][CH:32]=1.